From a dataset of Full USPTO retrosynthesis dataset with 1.9M reactions from patents (1976-2016). Predict the reactants needed to synthesize the given product. (1) Given the product [O:11]=[C:9]([CH2:30][CH2:29][CH2:28][CH2:27][C:21]1[CH:26]=[CH:25][CH:24]=[CH:23][CH:22]=1)[CH2:8][CH2:7][CH2:6][CH2:5][CH2:4][CH2:3][CH2:2][C:1]([O:13][CH3:14])=[O:12], predict the reactants needed to synthesize it. The reactants are: [C:1]([O:13][CH3:14])(=[O:12])[CH2:2][CH2:3][CH2:4][CH2:5][CH2:6][CH2:7][CH2:8][C:9]([O-:11])=O.C(Cl)(=O)C(Cl)=O.[C:21]1([CH2:27][CH2:28][CH2:29][CH2:30]Br)[CH:26]=[CH:25][CH:24]=[CH:23][CH:22]=1.[Mg].C1(CCCCBr)C=CC=CC=1.[Mg].[Cl-].[NH4+]. (2) Given the product [CH3:10][C:9]1[CH:8]=[CH:15][CH:37]=[C:35]([CH3:36])[C:38]=1[C:39]([NH:7][CH:8]([C:15]12[N:21]([CH3:22])[CH:18]([CH2:17][CH2:16]1)[CH2:19][CH2:20]2)[C:9]1[CH:10]=[CH:11][CH:12]=[CH:13][CH:14]=1)=[O:40], predict the reactants needed to synthesize it. The reactants are: CC(S([NH:7][CH:8]([C:15]12[N:21]([CH3:22])[CH:18]([CH2:19][CH2:20]1)[CH2:17][CH2:16]2)[C:9]1[CH:14]=[CH:13][CH:12]=[CH:11][CH:10]=1)=O)(C)C.Cl.C(OC(O[C:35]([CH3:38])([CH3:37])[CH3:36])=O)(O[C:35]([CH3:38])([CH3:37])[CH3:36])=O.[CH3:39][OH:40]. (3) Given the product [CH3:1][C:2]1[CH:7]=[C:6]([N:8]2[CH2:12][CH2:11][CH:10]([N:13]3[CH2:17][CH2:16][CH2:15][CH:14]3[CH3:18])[CH2:9]2)[CH:5]=[CH:4][C:3]=1[NH:19][C:30](=[O:31])[C:29]1[CH:33]=[CH:34][C:26]([CH:24]([O:23][CH2:20][CH2:21][CH3:22])[CH3:25])=[CH:27][CH:28]=1, predict the reactants needed to synthesize it. The reactants are: [CH3:1][C:2]1[CH:7]=[C:6]([N:8]2[CH2:12][CH2:11][CH:10]([N:13]3[CH2:17][CH2:16][CH2:15][CH:14]3[CH3:18])[CH2:9]2)[CH:5]=[CH:4][C:3]=1[NH2:19].[CH2:20]([O:23][CH:24]([C:26]1[CH:34]=[CH:33][C:29]([C:30](O)=[O:31])=[CH:28][CH:27]=1)[CH3:25])[CH2:21][CH3:22]. (4) Given the product [C:25]([C:22]1[CH:21]=[CH:20][C:19]([C:17](=[N:16][O:15][CH2:14][CH2:13][CH2:12][O:11][C:8]2[CH:7]=[CH:6][C:5]([CH2:4][C:3]([OH:29])=[O:2])=[CH:10][CH:9]=2)[CH3:18])=[CH:24][CH:23]=1)([CH3:28])([CH3:26])[CH3:27], predict the reactants needed to synthesize it. The reactants are: C[O:2][C:3](=[O:29])[CH2:4][C:5]1[CH:10]=[CH:9][C:8]([O:11][CH2:12][CH2:13][CH2:14][O:15][N:16]=[C:17]([C:19]2[CH:24]=[CH:23][C:22]([C:25]([CH3:28])([CH3:27])[CH3:26])=[CH:21][CH:20]=2)[CH3:18])=[CH:7][CH:6]=1.[OH-].[Na+]. (5) Given the product [C:28]([C:25]1[CH:26]=[CH:27][C:22]([CH2:21][O:20][C:17]2[CH:18]=[CH:19][C:14]([CH2:13][S:12][C:9]3[CH:10]=[CH:11][C:6]([O:5][CH2:4][C:3]([OH:33])=[O:2])=[C:7]([CH3:32])[CH:8]=3)=[CH:15][CH:16]=2)=[CH:23][CH:24]=1)([CH3:31])([CH3:29])[CH3:30], predict the reactants needed to synthesize it. The reactants are: C[O:2][C:3](=[O:33])[CH2:4][O:5][C:6]1[CH:11]=[CH:10][C:9]([S:12][CH2:13][C:14]2[CH:19]=[CH:18][C:17]([O:20][CH2:21][C:22]3[CH:27]=[CH:26][C:25]([C:28]([CH3:31])([CH3:30])[CH3:29])=[CH:24][CH:23]=3)=[CH:16][CH:15]=2)=[CH:8][C:7]=1[CH3:32].[K+].[Br-]. (6) Given the product [Cl:1][C:2]1[N:3]=[CH:4][C:5]2[CH2:6][CH2:7][CH2:8][C:9]3([C:28](=[O:30])[NH:18][C:13](=[O:16])[NH:17]3)[C:10]=2[CH:11]=1, predict the reactants needed to synthesize it. The reactants are: [Cl:1][C:2]1[N:3]=[CH:4][C:5]2[CH2:6][CH2:7][CH2:8][C:9](=O)[C:10]=2[CH:11]=1.[C:13](=[O:16])([O-])[O-].[NH4+:17].[NH4+:18].[C-]#N.[K+].S(=O)(=O)(O)[O-].[Na+].[CH2:28]([OH:30])C. (7) Given the product [O:18]=[S:17]1(=[O:19])[CH2:16][CH2:15][CH2:14][N:1]1[C:2]1[CH:11]=[CH:10][C:5]([C:6]([OH:8])=[O:7])=[C:4]([F:12])[CH:3]=1, predict the reactants needed to synthesize it. The reactants are: [NH2:1][C:2]1[CH:11]=[CH:10][C:5]([C:6]([O:8]C)=[O:7])=[C:4]([F:12])[CH:3]=1.Cl[CH2:14][CH2:15][CH2:16][S:17](Cl)(=[O:19])=[O:18].